Dataset: Forward reaction prediction with 1.9M reactions from USPTO patents (1976-2016). Task: Predict the product of the given reaction. (1) Given the reactants C([N:8]1[CH2:13][CH2:12][CH:11]([CH2:14][NH:15][C:16]2[CH:21]=[CH:20][N:19]=[CH:18][CH:17]=2)[CH2:10][CH2:9]1)(OC(C)(C)C)=O.[ClH:22], predict the reaction product. The product is: [ClH:22].[ClH:22].[N:19]1[CH:20]=[CH:21][C:16]([NH:15][CH2:14][CH:11]2[CH2:12][CH2:13][NH:8][CH2:9][CH2:10]2)=[CH:17][CH:18]=1. (2) Given the reactants CN(OC)[C:3](=[O:15])[CH2:4][CH:5]([C:9]1[CH:14]=[CH:13][CH:12]=[CH:11][CH:10]=1)[CH:6]([CH3:8])[CH3:7].[H-].C([Al+]CC(C)C)C(C)C.C1(C)C=CC=CC=1.CO, predict the reaction product. The product is: [CH3:7][CH:6]([CH3:8])[CH:5]([C:9]1[CH:14]=[CH:13][CH:12]=[CH:11][CH:10]=1)[CH2:4][CH:3]=[O:15]. (3) Given the reactants [CH2:1]([C:5]1([CH2:30][CH2:31][CH2:32][CH3:33])[C:17]2[CH:16]=[C:15]([C:18]3[CH:19]=[N:20][N:21]([C:23]4[CH:24]=[C:25]([OH:29])[CH:26]=[CH:27][CH:28]=4)[CH:22]=3)[CH:14]=[CH:13][C:12]=2[C:11]2[C:6]1=[CH:7][CH:8]=[CH:9][CH:10]=2)[CH2:2][CH2:3][CH3:4].Br[C:35]1[CH:47]=[CH:46][C:45]2[C:44]3[C:39](=[CH:40][CH:41]=[CH:42][CH:43]=3)[N:38]([C:48]3[CH:53]=[CH:52][CH:51]=[CH:50][N:49]=3)[C:37]=2[CH:36]=1.N1C=CC=CC=1C(O)=O.[O-]P([O-])([O-])=O.[K+].[K+].[K+], predict the reaction product. The product is: [CH2:1]([C:5]1([CH2:30][CH2:31][CH2:32][CH3:33])[C:17]2[CH:16]=[C:15]([C:18]3[CH:19]=[N:20][N:21]([C:23]4[CH:24]=[C:25]([CH:26]=[CH:27][CH:28]=4)[O:29][C:35]4[CH:47]=[CH:46][C:45]5[C:44]6[C:39](=[CH:40][CH:41]=[CH:42][CH:43]=6)[N:38]([C:48]6[CH:53]=[CH:52][CH:51]=[CH:50][N:49]=6)[C:37]=5[CH:36]=4)[CH:22]=3)[CH:14]=[CH:13][C:12]=2[C:11]2[C:6]1=[CH:7][CH:8]=[CH:9][CH:10]=2)[CH2:2][CH2:3][CH3:4]. (4) Given the reactants [CH:1]1([CH2:4][O:5][C@H:6]2[CH2:11][CH2:10][C@H:9]([N:12]3C(=O)C4C(=CC=CC=4)C3=O)[CH2:8][CH2:7]2)[CH2:3][CH2:2]1.O.NN.CCOCC, predict the reaction product. The product is: [CH:1]1([CH2:4][O:5][C@H:6]2[CH2:11][CH2:10][C@H:9]([NH2:12])[CH2:8][CH2:7]2)[CH2:2][CH2:3]1. (5) Given the reactants [CH:1]([C:4]1[CH:5]=[C:6]([C:12]([OH:14])=O)[NH:7][C:8]=1[CH:9]([CH3:11])[CH3:10])([CH3:3])[CH3:2].[NH2:15][C:16]1[CH:25]=[CH:24][C:19]([C:20]([O:22]C)=[O:21])=[CH:18][CH:17]=1.Cl.C(N=C=NCCCN(C)C)C, predict the reaction product. The product is: [CH:1]([C:4]1[CH:5]=[C:6]([C:12]([NH:15][C:16]2[CH:25]=[CH:24][C:19]([C:20]([OH:22])=[O:21])=[CH:18][CH:17]=2)=[O:14])[NH:7][C:8]=1[CH:9]([CH3:10])[CH3:11])([CH3:2])[CH3:3]. (6) The product is: [Cl:14][C:15]1[CH:23]=[CH:22][CH:21]=[C:20]([F:24])[C:16]=1[C:17]([C:3]1[C:4]2[C:5](=[C:6]([NH:10][C:11](=[O:13])[CH3:12])[N:7]=[CH:8][CH:9]=2)[NH:1][CH:2]=1)=[O:18]. Given the reactants [NH:1]1[C:5]2=[C:6]([NH:10][C:11](=[O:13])[CH3:12])[N:7]=[CH:8][CH:9]=[C:4]2[CH:3]=[CH:2]1.[Cl:14][C:15]1[CH:23]=[CH:22][CH:21]=[C:20]([F:24])[C:16]=1[C:17](Cl)=[O:18], predict the reaction product.